From a dataset of Reaction yield outcomes from USPTO patents with 853,638 reactions. Predict the reaction yield, written as a fraction of the theoretical maximum amount of product (1.0 means a 100% yield; for example, 0.34 means a 34% yield). (1) The reactants are [C:1]1([CH3:19])[CH:6]=[CH:5][CH:4]=[CH:3][C:2]=1[C:7]1[C:17]([NH2:18])=[CH:16][C:10]2[N:11]=[C:12]([NH2:15])[N:13]=[N:14][C:9]=2[CH:8]=1.C[Si]([N-][Si](C)(C)C)(C)C.[K+].[C:30]([N:34]=[C:35]=[O:36])([CH3:33])([CH3:32])[CH3:31].C([O-])(O)=O.[Na+]. The catalyst is O1CCOCC1. The product is [NH2:15][C:12]1[N:13]=[N:14][C:9]2[CH:8]=[C:7]([C:2]3[CH:3]=[CH:4][CH:5]=[CH:6][C:1]=3[CH3:19])[C:17]([NH:18][C:35]([NH:34][C:30]([CH3:33])([CH3:32])[CH3:31])=[O:36])=[CH:16][C:10]=2[N:11]=1. The yield is 0.670. (2) The reactants are [C:1]1([C:6]2[CH:14]=[CH:13][C:9]([C:10]([OH:12])=[O:11])=[CH:8][CH:7]=2)[CH2:5][CH2:4][CH2:3][CH:2]=1. The catalyst is CCO.[Pd]. The product is [CH:1]1([C:6]2[CH:7]=[CH:8][C:9]([C:10]([OH:12])=[O:11])=[CH:13][CH:14]=2)[CH2:2][CH2:3][CH2:4][CH2:5]1. The yield is 0.950. (3) The reactants are [O:1]1[CH2:5][CH2:4][C@@H:3]([OH:6])[CH2:2]1.C(N(CC)CC)C.[C:14]1([CH3:24])[CH:19]=[CH:18][C:17]([S:20](Cl)(=[O:22])=[O:21])=[CH:16][CH:15]=1. The catalyst is CN(C1C=CN=CC=1)C.C(Cl)Cl.[Ag]=O. The product is [O:1]1[CH2:5][CH2:4][C@@H:3]([O:6][S:20]([C:17]2[CH:18]=[CH:19][C:14]([CH3:24])=[CH:15][CH:16]=2)(=[O:22])=[O:21])[CH2:2]1. The yield is 0.850. (4) The reactants are [CH2:1]([O:9][C:10]1[CH:15]=[CH:14][C:13]([CH:16]2[CH2:21][CH2:20][CH2:19][C:18](=O)[CH2:17]2)=[CH:12][CH:11]=1)[CH2:2][CH2:3][CH2:4][CH2:5][CH2:6][CH2:7][CH3:8].[NH:23]1[CH2:28][CH2:27][CH:26]([C:29]([O:31][CH2:32][CH3:33])=[O:30])[CH2:25][CH2:24]1.CC(O)=O.[BH-](OC(C)=O)(OC(C)=O)OC(C)=O.[Na+]. The catalyst is C(Cl)Cl. The product is [CH2:1]([O:9][C:10]1[CH:15]=[CH:14][C:13]([CH:16]2[CH2:21][CH2:20][CH2:19][CH:18]([N:23]3[CH2:28][CH2:27][CH:26]([C:29]([O:31][CH2:32][CH3:33])=[O:30])[CH2:25][CH2:24]3)[CH2:17]2)=[CH:12][CH:11]=1)[CH2:2][CH2:3][CH2:4][CH2:5][CH2:6][CH2:7][CH3:8]. The yield is 0.500. (5) The reactants are N[C:2]1[C:10]([O:11][CH3:12])=[CH:9][C:8]([Br:13])=[CH:7][C:3]=1[C:4]([OH:6])=[O:5].Cl.N([O-])=O.[Na+].[PH2](O)=O. The catalyst is O.C1COCC1. The product is [Br:13][C:8]1[CH:7]=[C:3]([CH:2]=[C:10]([O:11][CH3:12])[CH:9]=1)[C:4]([OH:6])=[O:5]. The yield is 0.850. (6) The reactants are CC1C=C(N2CCN(CC3C=CC(C(F)(F)F)=CC=3)C2=O)SC=1C(OCC)=O.[N:29]1[O:30][N:31]=[C:32]2[CH:37]=[C:36]([CH2:38][N:39]3[CH2:43][CH2:42][N:41]([C:44]4[S:45][C:46]([C:50]([O:52]CC)=[O:51])=[C:47]([CH3:49])[N:48]=4)[C:40]3=[O:55])[CH:35]=[CH:34][C:33]=12. No catalyst specified. The product is [N:29]1[O:30][N:31]=[C:32]2[CH:37]=[C:36]([CH2:38][N:39]3[CH2:43][CH2:42][N:41]([C:44]4[S:45][C:46]([C:50]([OH:52])=[O:51])=[C:47]([CH3:49])[N:48]=4)[C:40]3=[O:55])[CH:35]=[CH:34][C:33]=12. The yield is 0.890. (7) The reactants are [CH3:1][O:2][C:3]1[CH:11]=[CH:10][C:6]([C:7](Cl)=[O:8])=[CH:5][CH:4]=1.[N+:12]([C:15]1[O:19][C:18]([C:20]([N:22]2[CH2:27][CH2:26][NH:25][CH2:24][CH2:23]2)=[O:21])=[CH:17][CH:16]=1)([O-:14])=[O:13]. The catalyst is C(Cl)Cl.CCN(CC)CC. The product is [CH3:1][O:2][C:3]1[CH:11]=[CH:10][C:6]([C:7]([N:25]2[CH2:26][CH2:27][N:22]([C:20]([C:18]3[O:19][C:15]([N+:12]([O-:14])=[O:13])=[CH:16][CH:17]=3)=[O:21])[CH2:23][CH2:24]2)=[O:8])=[CH:5][CH:4]=1. The yield is 0.850. (8) The reactants are Cl[C:2]1[N:7]=[N:6][C:5]([NH:8][CH2:9][C:10]([C:13]2[CH:18]=[CH:17][C:16]([F:19])=[CH:15][CH:14]=2)([CH3:12])[CH3:11])=[C:4]([C:20]#[N:21])[CH:3]=1.[NH2:22][C:23]([C:25]1[CH:26]=[C:27](B(O)O)[CH:28]=[CH:29][CH:30]=1)=[O:24].C([O-])([O-])=O.[K+].[K+].CC#N. The catalyst is O1CCOCC1.C1C=CC(P(C2C=CC=CC=2)[C-]2C=CC=C2)=CC=1.C1C=CC(P(C2C=CC=CC=2)[C-]2C=CC=C2)=CC=1.Cl[Pd]Cl.[Fe+2]. The product is [C:20]([C:4]1[CH:3]=[C:2]([C:29]2[CH:30]=[C:25]([CH:26]=[CH:27][CH:28]=2)[C:23]([NH2:22])=[O:24])[N:7]=[N:6][C:5]=1[NH:8][CH2:9][C:10]([C:13]1[CH:18]=[CH:17][C:16]([F:19])=[CH:15][CH:14]=1)([CH3:12])[CH3:11])#[N:21]. The yield is 0.0430. (9) The reactants are [CH3:1][O:2][C:3]1[CH:11]=[CH:10][C:6]([C:7]([OH:9])=[O:8])=[C:5]([N+:12]([O-])=O)[CH:4]=1. The catalyst is [Pd].CO. The product is [NH2:12][C:5]1[CH:4]=[C:3]([O:2][CH3:1])[CH:11]=[CH:10][C:6]=1[C:7]([OH:9])=[O:8]. The yield is 1.00.